From a dataset of Reaction yield outcomes from USPTO patents with 853,638 reactions. Predict the reaction yield, written as a fraction of the theoretical maximum amount of product (1.0 means a 100% yield; for example, 0.34 means a 34% yield). The reactants are [F:1][C:2]([F:24])([F:23])[CH2:3][CH2:4][C:5]1[N:6]=[C:7]([CH:10]2[CH2:15][CH2:14][N:13]([C:16]([O:18][C:19]([CH3:22])([CH3:21])[CH3:20])=[O:17])[CH2:12][CH2:11]2)[NH:8][CH:9]=1.[OH-].[K+].Cl.Cl[CH2:29][CH2:30][N:31]1[CH2:35][CH2:34][CH2:33][CH2:32]1. The catalyst is CS(C)=O.C(OCC)(=O)C. The product is [N:31]1([CH2:30][CH2:29][N:8]2[CH:9]=[C:5]([CH2:4][CH2:3][C:2]([F:23])([F:1])[F:24])[N:6]=[C:7]2[CH:10]2[CH2:11][CH2:12][N:13]([C:16]([O:18][C:19]([CH3:20])([CH3:21])[CH3:22])=[O:17])[CH2:14][CH2:15]2)[CH2:35][CH2:34][CH2:33][CH2:32]1. The yield is 0.250.